Dataset: Catalyst prediction with 721,799 reactions and 888 catalyst types from USPTO. Task: Predict which catalyst facilitates the given reaction. (1) Reactant: [Br:1][C:2]1[C:7]2[N:8]=[C:9](Br)[NH:10][C:6]=2[C:5]([Br:12])=[C:4]([Br:13])[C:3]=1[Br:14].[NH2:15][CH2:16][CH2:17][CH2:18][NH2:19]. Product: [NH2:15][CH2:16][CH2:17][CH2:18][NH:19][C:9]1[NH:10][C:6]2[C:5]([Br:12])=[C:4]([Br:13])[C:3]([Br:14])=[C:2]([Br:1])[C:7]=2[N:8]=1. The catalyst class is: 8. (2) Reactant: [Cl:1][C:2]1[N:10]=[C:9]2[C:5]([N:6]=[CH:7][N:8]2[CH3:11])=[C:4]([N:12]2[CH2:17][CH2:16][O:15][CH2:14][C@@H:13]2[CH3:18])[N:3]=1.CN(CCN(C)C)C.[Li]CCCC.CN([CH:35]=[O:36])C.Cl. Product: [Cl:1][C:2]1[N:10]=[C:9]2[C:5]([N:6]=[C:7]([CH:35]=[O:36])[N:8]2[CH3:11])=[C:4]([N:12]2[CH2:17][CH2:16][O:15][CH2:14][C@@H:13]2[CH3:18])[N:3]=1. The catalyst class is: 1.